This data is from NCI-60 drug combinations with 297,098 pairs across 59 cell lines. The task is: Regression. Given two drug SMILES strings and cell line genomic features, predict the synergy score measuring deviation from expected non-interaction effect. (1) Cell line: UACC62. Drug 1: C1=NNC2=C1C(=O)NC=N2. Drug 2: N.N.Cl[Pt+2]Cl. Synergy scores: CSS=29.2, Synergy_ZIP=1.16, Synergy_Bliss=1.13, Synergy_Loewe=-16.5, Synergy_HSA=0.0776. (2) Drug 1: CCC(=C(C1=CC=CC=C1)C2=CC=C(C=C2)OCCN(C)C)C3=CC=CC=C3.C(C(=O)O)C(CC(=O)O)(C(=O)O)O. Drug 2: CC12CCC3C(C1CCC2O)C(CC4=C3C=CC(=C4)O)CCCCCCCCCS(=O)CCCC(C(F)(F)F)(F)F. Cell line: BT-549. Synergy scores: CSS=6.48, Synergy_ZIP=-2.13, Synergy_Bliss=1.19, Synergy_Loewe=-2.30, Synergy_HSA=-0.221. (3) Drug 1: COC1=C(C=C2C(=C1)N=CN=C2NC3=CC(=C(C=C3)F)Cl)OCCCN4CCOCC4. Drug 2: C(CCl)NC(=O)N(CCCl)N=O. Cell line: SF-539. Synergy scores: CSS=10.1, Synergy_ZIP=-3.76, Synergy_Bliss=1.46, Synergy_Loewe=0.551, Synergy_HSA=2.12. (4) Drug 1: CC1C(C(CC(O1)OC2CC(CC3=C2C(=C4C(=C3O)C(=O)C5=C(C4=O)C(=CC=C5)OC)O)(C(=O)C)O)N)O.Cl. Drug 2: CC1CCCC2(C(O2)CC(NC(=O)CC(C(C(=O)C(C1O)C)(C)C)O)C(=CC3=CSC(=N3)C)C)C. Cell line: IGROV1. Synergy scores: CSS=26.2, Synergy_ZIP=-6.40, Synergy_Bliss=0.849, Synergy_Loewe=0.203, Synergy_HSA=0.210. (5) Drug 1: CCCS(=O)(=O)NC1=C(C(=C(C=C1)F)C(=O)C2=CNC3=C2C=C(C=N3)C4=CC=C(C=C4)Cl)F. Drug 2: CS(=O)(=O)CCNCC1=CC=C(O1)C2=CC3=C(C=C2)N=CN=C3NC4=CC(=C(C=C4)OCC5=CC(=CC=C5)F)Cl. Cell line: HCC-2998. Synergy scores: CSS=-13.6, Synergy_ZIP=7.74, Synergy_Bliss=4.12, Synergy_Loewe=-8.45, Synergy_HSA=-8.18. (6) Drug 1: CCC1(CC2CC(C3=C(CCN(C2)C1)C4=CC=CC=C4N3)(C5=C(C=C6C(=C5)C78CCN9C7C(C=CC9)(C(C(C8N6C)(C(=O)OC)O)OC(=O)C)CC)OC)C(=O)OC)O.OS(=O)(=O)O. Drug 2: C1=CC=C(C=C1)NC(=O)CCCCCCC(=O)NO. Cell line: TK-10. Synergy scores: CSS=6.61, Synergy_ZIP=-5.76, Synergy_Bliss=-5.71, Synergy_Loewe=-5.15, Synergy_HSA=-5.10. (7) Drug 1: C1=CN(C(=O)N=C1N)C2C(C(C(O2)CO)O)O.Cl. Drug 2: C1=NNC2=C1C(=O)NC=N2. Cell line: SK-MEL-28. Synergy scores: CSS=40.9, Synergy_ZIP=-1.92, Synergy_Bliss=-3.44, Synergy_Loewe=-42.1, Synergy_HSA=-3.28.